This data is from Retrosynthesis with 50K atom-mapped reactions and 10 reaction types from USPTO. The task is: Predict the reactants needed to synthesize the given product. (1) Given the product CC(C)(C)c1ccc(CNCCc2ccc(Cl)cc2)cc1, predict the reactants needed to synthesize it. The reactants are: CC(C)(C)c1ccc(C=O)cc1.NCCc1ccc(Cl)cc1. (2) Given the product COC(=O)c1ccc(C(O)CC(C)C)cc1, predict the reactants needed to synthesize it. The reactants are: CC(C)C[Mg+].COC(=O)c1ccc(C=O)cc1. (3) Given the product OC1C=CCC1(c1ccccc1)c1ccccc1, predict the reactants needed to synthesize it. The reactants are: O=C1C=CCC1(c1ccccc1)c1ccccc1.